Predict the reaction yield, written as a fraction of the theoretical maximum amount of product (1.0 means a 100% yield; for example, 0.34 means a 34% yield). From a dataset of Reaction yield outcomes from USPTO patents with 853,638 reactions. (1) The reactants are [Cl:1][C:2]1[CH:3]=[C:4]2[C:10]([CH2:11][CH2:12][NH2:13])=[C:9]([Si](CC)(CC)CC)[NH:8][C:5]2=[N:6][CH:7]=1.C1COCC1. The yield is 0.890. The catalyst is [F-].C([N+](CCCC)(CCCC)CCCC)CCC. The product is [ClH:1].[Cl:1][C:2]1[CH:3]=[C:4]2[C:10]([CH2:11][CH2:12][NH2:13])=[CH:9][NH:8][C:5]2=[N:6][CH:7]=1. (2) The reactants are Cl[C:2]1[N:3]=[CH:4][C:5]([NH:8][C:9](=[O:13])[O:10][CH2:11]C)=[N:6][CH:7]=1.[CH3:14][O-:15].[Na+]. The catalyst is CO. The product is [CH3:14][O:15][C:2]1[N:3]=[CH:4][C:5]([NH:8][C:9](=[O:13])[O:10][CH3:11])=[N:6][CH:7]=1. The yield is 0.220. (3) The reactants are Br[C:2]1[CH:11]=[C:10]2[C:5]([CH:6]=[CH:7][N:8]=[C:9]2[O:12][CH3:13])=[CH:4][CH:3]=1.[C:14]([O-:17])(=[O:16])C.[Na+].Cl[CH2:20]Cl. The catalyst is CO.Cl[Pd]Cl.C1(P(C2C=CC=CC=2)[C-]2C=CC=C2)C=CC=CC=1.[C-]1(P(C2C=CC=CC=2)C2C=CC=CC=2)C=CC=C1.[Fe+2]. The product is [CH3:13][O:12][C:9]1[C:10]2[C:5](=[CH:4][CH:3]=[C:2]([C:14]([O:17][CH3:20])=[O:16])[CH:11]=2)[CH:6]=[CH:7][N:8]=1. The yield is 0.930. (4) The reactants are [OH:1][C@H:2]1[CH2:10][C:9]2[C:4](=[CH:5][CH:6]=[CH:7][CH:8]=2)[C@H:3]1[NH:11][C:12](=[O:18])[O:13][C:14]([CH3:17])([CH3:16])[CH3:15].C(N(CC)CC)C.[CH3:26][S:27](Cl)(=[O:29])=[O:28]. The catalyst is C(Cl)Cl. The product is [CH3:16][C:14]([CH3:15])([O:13][C:12]([NH:11][C@@H:3]1[C:4]2[C:9](=[CH:8][CH:7]=[CH:6][CH:5]=2)[CH2:10][C@@H:2]1[O:1][S:27]([CH3:26])(=[O:29])=[O:28])=[O:18])[CH3:17]. The yield is 0.980. (5) The reactants are [C:1]1([CH3:7])[CH:6]=[CH:5][CH:4]=[CH:3][CH:2]=1.C(O[O:13][C:14]([CH3:17])(C)C)(C)(C)C.[C]=O.[CH2:20]([OH:22])C. The catalyst is C([O-])(=O)C.[Ni+2].C([O-])(=O)C.CC1(C)C2C(=C(P(C3C=CC=CC=3)C3C=CC=CC=3)C=CC=2)OC2C(P(C3C=CC=CC=3)C3C=CC=CC=3)=CC=CC1=2. The product is [C:1]1([CH2:7][C:20]([O:13][CH2:14][CH3:17])=[O:22])[CH:6]=[CH:5][CH:4]=[CH:3][CH:2]=1. The yield is 0.200. (6) The reactants are [OH:1][C:2]1[CH:11]=[CH:10][CH:9]=[C:8]2[C:3]=1[CH2:4][CH2:5][CH2:6][C:7]2=[O:12].Br[CH2:14][CH:15]1[CH2:17][CH2:16]1.C([O-])([O-])=O.[K+].[K+]. The catalyst is CC(=O)CC.CCOC(C)=O. The product is [CH:15]1([CH2:14][O:1][C:2]2[CH:11]=[CH:10][CH:9]=[C:8]3[C:3]=2[CH2:4][CH2:5][CH2:6][C:7]3=[O:12])[CH2:17][CH2:16]1. The yield is 0.780. (7) The product is [CH3:1][C@@H:2]1[CH2:3][CH2:4][C:5](=[C:6]([CH3:7])[CH3:8])[CH:11]1[C:9]([O:10][CH2:18][CH3:19])=[O:13]. The yield is 0.640. The reactants are [CH3:1][C@H:2]1[CH2:11][C:9](=[O:10])[C:5](=[C:6]([CH3:8])[CH3:7])[CH2:4][CH2:3]1.C([O-])(O)=[O:13].[Na+].Cl.[CH3:18][CH2:19]OCC. The catalyst is BrBr.CC[O-].[Na+].O. (8) The yield is 0.400. The product is [F:26][C:23]([F:24])([F:25])[C:20]1[CH:19]=[CH:18][C:17]([C@H:9]2[CH2:8][C@H:7]([C:5]3[O:4][NH:3][C:2](=[O:1])[CH:6]=3)[CH2:12][CH2:11][NH:10]2)=[CH:22][CH:21]=1. The reactants are [O:1]=[C:2]1[CH:6]=[C:5]([C@@H:7]2[CH2:12][CH2:11][N:10](C(OC)=O)[C@@H:9]([C:17]3[CH:22]=[CH:21][C:20]([C:23]([F:26])([F:25])[F:24])=[CH:19][CH:18]=3)[CH2:8]2)[O:4][NH:3]1.Br. No catalyst specified. (9) The product is [Cl:37][CH2:38][C:39]([N:8]1[CH2:7][CH2:6][N:5]([C:9]([O:11][C:12]([CH3:15])([CH3:14])[CH3:13])=[O:10])[CH2:4][CH:3]1[C:2]([OH:1])([C:16]1[CH:17]=[CH:18][CH:19]=[CH:20][CH:21]=1)[C:22]1[CH:27]=[CH:26][CH:25]=[CH:24][CH:23]=1)=[O:40]. The reactants are [OH:1][C:2]([C:22]1[CH:27]=[CH:26][CH:25]=[CH:24][CH:23]=1)([C:16]1[CH:21]=[CH:20][CH:19]=[CH:18][CH:17]=1)[CH:3]1[NH:8][CH2:7][CH2:6][N:5]([C:9]([O:11][C:12]([CH3:15])([CH3:14])[CH3:13])=[O:10])[CH2:4]1.C(N(C(C)C)CC)(C)C.[Cl:37][CH2:38][C:39](Cl)=[O:40].C(OCC)(=O)C. The catalyst is O1CCCC1. The yield is 0.460.